This data is from Full USPTO retrosynthesis dataset with 1.9M reactions from patents (1976-2016). The task is: Predict the reactants needed to synthesize the given product. (1) Given the product [CH3:1][O:2][C:3]1[CH:4]=[C:5]([CH:26]=[CH:27][C:28]=1[O:29][CH3:30])[O:6][CH2:7][C:8]1[O:25][C:11]([C@@H:13]2[CH2:17][CH2:16][CH2:15][N:14]2[C:18]([O:20][C:21]([CH3:24])([CH3:22])[CH3:23])=[O:19])=[N:10][CH:9]=1, predict the reactants needed to synthesize it. The reactants are: [CH3:1][O:2][C:3]1[CH:4]=[C:5]([CH:26]=[CH:27][C:28]=1[O:29][CH3:30])[O:6][CH2:7][C:8](=[O:25])[CH2:9][NH:10][C:11]([C@@H:13]1[CH2:17][CH2:16][CH2:15][N:14]1[C:18]([O:20][C:21]([CH3:24])([CH3:23])[CH3:22])=[O:19])=O.CC[N+](S(N=C(OC)[O-])(=O)=O)(CC)CC. (2) Given the product [S:1]([CH2:5][CH2:6][S:7]([O-:10])(=[O:9])=[O:8])([O-:4])(=[O:3])=[O:2].[NH4+:11].[NH4+:11], predict the reactants needed to synthesize it. The reactants are: [S:1]([CH2:5][CH2:6][S:7]([OH:10])(=[O:9])=[O:8])([OH:4])(=[O:3])=[O:2].[NH3:11]. (3) Given the product [C:14]([O:13][C:11]([N:18]1[CH2:24][CH2:23][CH2:22][C@@H:19]1[CH:20]=[O:21])=[O:12])([CH3:17])([CH3:16])[CH3:15], predict the reactants needed to synthesize it. The reactants are: CS(C)=O.C(Cl)(=O)C(Cl)=O.[C:11]([N:18]1[CH2:24][CH2:23][CH2:22][C@@H:19]1[CH2:20][OH:21])([O:13][C:14]([CH3:17])([CH3:16])[CH3:15])=[O:12].C(N(CC)CC)C.